Dataset: Peptide-MHC class II binding affinity with 134,281 pairs from IEDB. Task: Regression. Given a peptide amino acid sequence and an MHC pseudo amino acid sequence, predict their binding affinity value. This is MHC class II binding data. (1) The peptide sequence is GELQIVDKIDAAFKH. The MHC is DRB1_1101 with pseudo-sequence DRB1_1101. The binding affinity (normalized) is 0.701. (2) The peptide sequence is EKKYFAATQFEPLYA. The MHC is HLA-DPA10301-DPB10402 with pseudo-sequence HLA-DPA10301-DPB10402. The binding affinity (normalized) is 1.00.